From a dataset of Full USPTO retrosynthesis dataset with 1.9M reactions from patents (1976-2016). Predict the reactants needed to synthesize the given product. (1) Given the product [C:24]1([CH:7]([C:1]2[CH:6]=[CH:5][CH:4]=[CH:3][CH:2]=2)[N:8]2[CH2:13][CH2:12][NH:11][CH2:10][CH:9]2[CH2:21][O:22][CH3:23])[CH:25]=[CH:26][CH:27]=[CH:28][CH:29]=1, predict the reactants needed to synthesize it. The reactants are: [C:1]1([CH:7]([C:24]2[CH:29]=[CH:28][CH:27]=[CH:26][CH:25]=2)[N:8]2[CH2:13][CH2:12][N:11](C(OC(C)(C)C)=O)[CH2:10][CH:9]2[CH2:21][O:22][CH3:23])[CH:6]=[CH:5][CH:4]=[CH:3][CH:2]=1.O. (2) Given the product [Br:11][C:3]1[CH:4]=[C:5]([CH:9]=[CH:10][C:2]=1[NH:1][C:22]([O:24][C:25]([CH3:28])([CH3:27])[CH3:26])=[O:23])[C:6]([O:8][CH2:38][CH3:39])=[O:7], predict the reactants needed to synthesize it. The reactants are: [NH2:1][C:2]1[CH:10]=[CH:9][C:5]([C:6]([O-:8])=[O:7])=[CH:4][C:3]=1[Br:11].C[Si]([N-][Si](C)(C)C)(C)C.[Na+].[C:22](O[C:22]([O:24][C:25]([CH3:28])([CH3:27])[CH3:26])=[O:23])([O:24][C:25]([CH3:28])([CH3:27])[CH3:26])=[O:23].O1CC[CH2:39][CH2:38]1. (3) Given the product [C:1]([O:5][C:6]([N:8]1[CH:12]=[CH:11][C:10]([CH2:13][Br:14])=[N:9]1)=[O:7])([CH3:4])([CH3:3])[CH3:2], predict the reactants needed to synthesize it. The reactants are: [C:1]([O:5][C:6]([N:8]1[CH:12]=[CH:11][C:10]([CH3:13])=[N:9]1)=[O:7])([CH3:4])([CH3:3])[CH3:2].[Br:14]N1C(=O)CCC1=O.C(OOC(=O)C1C=CC=CC=1)(=O)C1C=CC=CC=1. (4) Given the product [NH2:1][C:2]1[C:9]([I:10])=[CH:8][C:5]([C:6]#[N:7])=[C:4]([N:12]2[CH2:17][CH2:16][O:15][CH2:14][CH2:13]2)[CH:3]=1, predict the reactants needed to synthesize it. The reactants are: [NH2:1][C:2]1[C:9]([I:10])=[CH:8][C:5]([C:6]#[N:7])=[C:4](Cl)[CH:3]=1.[NH:12]1[CH2:17][CH2:16][O:15][CH2:14][CH2:13]1.